This data is from Catalyst prediction with 721,799 reactions and 888 catalyst types from USPTO. The task is: Predict which catalyst facilitates the given reaction. Reactant: C1C=CC(P(C2C(C3C(P(C4C=CC=CC=4)C4C=CC=CC=4)=CC=C4C=3C=CC=C4)=C3C(C=CC=C3)=CC=2)C2C=CC=CC=2)=CC=1.[C:47]1([C:60]2[CH:65]=[CH:64][CH:63]=[CH:62][CH:61]=2)[CH:52]=[CH:51][CH:50]=[CH:49][C:48]=1[CH2:53][N:54]1[CH2:59][CH2:58][NH:57][CH2:56][CH2:55]1.Br[C:67]1[CH:95]=[CH:94][C:70]([CH2:71][N:72]2[C:76]3[CH:77]=[C:78]([CH3:81])[CH:79]=[CH:80][C:75]=3[N:74]([CH2:82][CH2:83][CH2:84][O:85][C:86]3[CH:91]=[CH:90][C:89]([F:92])=[CH:88][CH:87]=3)[C:73]2=[NH:93])=[CH:69][CH:68]=1.CC(C)([O-])C.[Na+]. Product: [C:47]1([C:60]2[CH:65]=[CH:64][CH:63]=[CH:62][CH:61]=2)[CH:52]=[CH:51][CH:50]=[CH:49][C:48]=1[CH2:53][N:54]1[CH2:55][CH2:56][N:57]([C:67]2[CH:95]=[CH:94][C:70]([CH2:71][N:72]3[C:76]4[CH:77]=[C:78]([CH3:81])[CH:79]=[CH:80][C:75]=4[N:74]([CH2:82][CH2:83][CH2:84][O:85][C:86]4[CH:87]=[CH:88][C:89]([F:92])=[CH:90][CH:91]=4)[C:73]3=[NH:93])=[CH:69][CH:68]=2)[CH2:58][CH2:59]1. The catalyst class is: 222.